This data is from NCI-60 drug combinations with 297,098 pairs across 59 cell lines. The task is: Regression. Given two drug SMILES strings and cell line genomic features, predict the synergy score measuring deviation from expected non-interaction effect. (1) Drug 1: CC(CN1CC(=O)NC(=O)C1)N2CC(=O)NC(=O)C2. Drug 2: COCCOC1=C(C=C2C(=C1)C(=NC=N2)NC3=CC=CC(=C3)C#C)OCCOC.Cl. Cell line: U251. Synergy scores: CSS=22.6, Synergy_ZIP=-5.88, Synergy_Bliss=-3.55, Synergy_Loewe=-2.27, Synergy_HSA=-2.70. (2) Drug 1: C1CCN(CC1)CCOC2=CC=C(C=C2)C(=O)C3=C(SC4=C3C=CC(=C4)O)C5=CC=C(C=C5)O. Drug 2: C(=O)(N)NO. Cell line: HCT116. Synergy scores: CSS=-2.89, Synergy_ZIP=-0.552, Synergy_Bliss=-4.96, Synergy_Loewe=-7.50, Synergy_HSA=-7.31. (3) Drug 1: C1=CC(=CC=C1CCCC(=O)O)N(CCCl)CCCl. Drug 2: CC(C1=C(C=CC(=C1Cl)F)Cl)OC2=C(N=CC(=C2)C3=CN(N=C3)C4CCNCC4)N. Cell line: UACC62. Synergy scores: CSS=12.8, Synergy_ZIP=-10.8, Synergy_Bliss=-5.74, Synergy_Loewe=-4.80, Synergy_HSA=-4.58. (4) Drug 1: C1=CC(=CC=C1CC(C(=O)O)N)N(CCCl)CCCl.Cl. Drug 2: CC1=CC=C(C=C1)C2=CC(=NN2C3=CC=C(C=C3)S(=O)(=O)N)C(F)(F)F. Cell line: SR. Synergy scores: CSS=40.7, Synergy_ZIP=0.427, Synergy_Bliss=2.61, Synergy_Loewe=-11.0, Synergy_HSA=3.16. (5) Drug 1: CC=C1C(=O)NC(C(=O)OC2CC(=O)NC(C(=O)NC(CSSCCC=C2)C(=O)N1)C(C)C)C(C)C. Drug 2: CC1=C(C(=CC=C1)Cl)NC(=O)C2=CN=C(S2)NC3=CC(=NC(=N3)C)N4CCN(CC4)CCO. Cell line: HL-60(TB). Synergy scores: CSS=38.0, Synergy_ZIP=-2.28, Synergy_Bliss=-3.89, Synergy_Loewe=-40.6, Synergy_HSA=-2.79. (6) Drug 1: CC(C)(C#N)C1=CC(=CC(=C1)CN2C=NC=N2)C(C)(C)C#N. Drug 2: N.N.Cl[Pt+2]Cl. Cell line: NCI-H226. Synergy scores: CSS=4.25, Synergy_ZIP=-0.188, Synergy_Bliss=-2.35, Synergy_Loewe=-10.1, Synergy_HSA=-10.8.